The task is: Predict the product of the given reaction.. This data is from Forward reaction prediction with 1.9M reactions from USPTO patents (1976-2016). (1) Given the reactants C(N(CC)CC)C.[F:8][C:9]1[C:14]([F:15])=[CH:13][CH:12]=[CH:11][C:10]=1[C@H:16]1[CH2:22][N:21]2[CH:23]([CH2:26][CH3:27])[CH2:24][N:25]=[C:20]2[C@H:19]([NH2:28])[CH2:18][CH2:17]1.[O:29]=[C:30]1[NH:38][C:33]2=[N:34][CH:35]=[CH:36][CH:37]=[C:32]2[N:31]1[CH:39]1[CH2:44][CH2:43][N:42]([C:45](Cl)=[O:46])[CH2:41][CH2:40]1.C(=O)(O)[O-].[Na+], predict the reaction product. The product is: [F:8][C:9]1[C:14]([F:15])=[CH:13][CH:12]=[CH:11][C:10]=1[C@H:16]1[CH2:22][N:21]2[CH:23]([CH2:26][CH3:27])[CH2:24][N:25]=[C:20]2[C@H:19]([NH:28][C:45]([N:42]2[CH2:41][CH2:40][CH:39]([N:31]3[C:32]4[C:33](=[N:34][CH:35]=[CH:36][CH:37]=4)[NH:38][C:30]3=[O:29])[CH2:44][CH2:43]2)=[O:46])[CH2:18][CH2:17]1. (2) Given the reactants [CH3:1][O:2][C:3]1[CH:10]=[CH:9][C:6]([CH:7]=O)=[CH:5][CH:4]=1.[CH3:11][C:12]([C:14]1[CH:19]=[CH:18][C:17]([NH2:20])=[CH:16][CH:15]=1)=[O:13].[CH:21]1[CH2:25][CH:24]=[CH:23][CH:22]=1, predict the reaction product. The product is: [CH3:1][O:2][C:3]1[CH:10]=[CH:9][C:6]([CH:7]2[CH:24]3[CH2:25][CH:21]=[CH:22][CH:23]3[C:16]3[CH:15]=[C:14]([C:12](=[O:13])[CH3:11])[CH:19]=[CH:18][C:17]=3[NH:20]2)=[CH:5][CH:4]=1. (3) Given the reactants [C:1](=[O:4])([O-:3])[NH2:2].[CH3:5][N:6]1[CH2:10][CH:9]([C:11]2[CH:16]=[CH:15][CH:14]=[CH:13][C:12]=2[C:17]([F:20])([F:19])[F:18])[CH:8]([N+:21]([O-])=O)[CH2:7]1.C(O)(=O)C, predict the reaction product. The product is: [C:1](=[O:3])([O-:4])[NH2:2].[CH3:5][N:6]1[CH2:10][CH:9]([C:11]2[CH:16]=[CH:15][CH:14]=[CH:13][C:12]=2[C:17]([F:18])([F:19])[F:20])[CH:8]([NH2:21])[CH2:7]1. (4) The product is: [CH:1]1([C:4]2[CH:14]=[N:13][C:7]3[NH:8][CH2:9][C:10](=[O:12])[NH:11][C:6]=3[CH:5]=2)[CH2:3][CH2:2]1. Given the reactants [CH:1]1([C:4]2[CH:14]=[N:13][C:7]3[N:8]=[CH:9][C:10](=[O:12])[NH:11][C:6]=3[CH:5]=2)[CH2:3][CH2:2]1.[BH4-].[Na+], predict the reaction product. (5) Given the reactants [F:1][C:2]1[CH:26]=[CH:25][CH:24]=[CH:23][C:3]=1[CH2:4][N:5]1[C:13]2[C:8](=[CH:9][CH:10]=[CH:11][CH:12]=2)[C:7]([C:14]2[N:19]=[C:18]([NH2:20])[C:17]([O:21]C)=[CH:16][N:15]=2)=[N:6]1.C(=O)([O-])[O-].[K+].[K+].Br[C:34]1[CH:39]=[CH:38][N:37]=[CH:36][C:35]=1[C:40]#[N:41], predict the reaction product. The product is: [F:1][C:2]1[CH:26]=[CH:25][CH:24]=[CH:23][C:3]=1[CH2:4][N:5]1[C:13]2[C:8](=[CH:9][CH:10]=[CH:11][CH:12]=2)[C:7]([C:14]2[N:19]=[C:18]([NH:20][C:34]3[CH:39]=[CH:38][N:37]=[CH:36][C:35]=3[C:40]#[N:41])[C:17]([OH:21])=[CH:16][N:15]=2)=[N:6]1. (6) Given the reactants [CH:1]12[CH:8]([N:9]([CH3:22])[CH2:10][CH2:11][CH2:12][NH:13][C:14]3[CH:21]=[CH:20][C:17]([C:18]#[N:19])=[CH:16][CH:15]=3)[CH:5]([CH2:6][CH2:7]1)[CH2:4][NH:3][CH2:2]2.[C:23]([O:27][C:28](O[C:28]([O:27][C:23]([CH3:26])([CH3:25])[CH3:24])=[O:29])=[O:29])([CH3:26])([CH3:25])[CH3:24], predict the reaction product. The product is: [C:18]([C:17]1[CH:16]=[CH:15][C:14]([NH:13][CH2:12][CH2:11][CH2:10][N:9]([CH3:22])[CH:8]2[CH:1]3[CH2:7][CH2:6][CH:5]2[CH2:4][N:3]([C:28]([O:27][C:23]([CH3:26])([CH3:25])[CH3:24])=[O:29])[CH2:2]3)=[CH:21][CH:20]=1)#[N:19]. (7) Given the reactants [Cl:1][C:2]1[C:10]([F:11])=[CH:9][CH:8]=[CH:7][C:3]=1[C:4]([OH:6])=O.[CH:12]1([CH2:15][CH:16]([N:19]2[CH:24]=[CH:23][C:22]([C:25]([F:28])([F:27])[F:26])=[N:21][CH2:20]2)[CH2:17][NH2:18])[CH2:14][CH2:13]1, predict the reaction product. The product is: [Cl:1][C:2]1[C:10]([F:11])=[CH:9][CH:8]=[CH:7][C:3]=1[C:4]([NH:18][CH2:17][CH:16]([N:19]1[CH:24]=[CH:23][C:22]([C:25]([F:28])([F:27])[F:26])=[N:21][CH2:20]1)[CH2:15][CH:12]1[CH2:14][CH2:13]1)=[O:6].